From a dataset of Peptide-MHC class I binding affinity with 185,985 pairs from IEDB/IMGT. Regression. Given a peptide amino acid sequence and an MHC pseudo amino acid sequence, predict their binding affinity value. This is MHC class I binding data. (1) The peptide sequence is APLAHRLGM. The MHC is HLA-A02:06 with pseudo-sequence HLA-A02:06. The binding affinity (normalized) is 0.369. (2) The peptide sequence is ERPIFPHPSKPTFLP. The MHC is HLA-A31:01 with pseudo-sequence HLA-A31:01. The binding affinity (normalized) is 0.00621. (3) The peptide sequence is TSTVEEQIQW. The MHC is HLA-A02:02 with pseudo-sequence HLA-A02:02. The binding affinity (normalized) is 0. (4) The peptide sequence is WCRVGRGTI. The MHC is HLA-B27:05 with pseudo-sequence HLA-B27:05. The binding affinity (normalized) is 0.0847. (5) The peptide sequence is FLGKIWPSYK. The MHC is HLA-B53:01 with pseudo-sequence HLA-B53:01. The binding affinity (normalized) is 0. (6) The peptide sequence is CEMNHVNSM. The MHC is HLA-B45:01 with pseudo-sequence HLA-B45:01. The binding affinity (normalized) is 0.504.